This data is from Forward reaction prediction with 1.9M reactions from USPTO patents (1976-2016). The task is: Predict the product of the given reaction. (1) Given the reactants [CH:1]([C:3]1[S:7][C:6]([C:8]([CH3:12])([CH3:11])[C:9]#[N:10])=[CH:5][CH:4]=1)=[O:2].[O-:13]Cl=O.[Na+], predict the reaction product. The product is: [C:9]([C:8]([C:6]1[S:7][C:3]([C:1]([OH:13])=[O:2])=[CH:4][CH:5]=1)([CH3:12])[CH3:11])#[N:10]. (2) Given the reactants C([O:8][C:9]1[C:10]([O:36][CH:37]2[CH2:41][CH2:40][CH2:39][CH2:38]2)=[CH:11][C:12]([CH2:15][O:16][C:17]([C:30]2[CH:35]=[CH:34][CH:33]=[CH:32][CH:31]=2)([C:24]2[CH:29]=[CH:28][CH:27]=[CH:26][CH:25]=2)[C:18]2[CH:23]=[CH:22][CH:21]=[CH:20][CH:19]=2)=[N:13][CH:14]=1)C1C=CC=CC=1, predict the reaction product. The product is: [CH:37]1([O:36][C:10]2[C:9]([OH:8])=[CH:14][N:13]=[C:12]([CH2:15][O:16][C:17]([C:30]3[CH:31]=[CH:32][CH:33]=[CH:34][CH:35]=3)([C:18]3[CH:19]=[CH:20][CH:21]=[CH:22][CH:23]=3)[C:24]3[CH:29]=[CH:28][CH:27]=[CH:26][CH:25]=3)[CH:11]=2)[CH2:38][CH2:39][CH2:40][CH2:41]1. (3) Given the reactants Cl[C:2]1[C:11]2[C:6](=[C:7]([O:14][CH3:15])[C:8]([O:12][CH3:13])=[CH:9][CH:10]=2)[N:5]=[CH:4][N:3]=1.[O:16]1[CH2:20][CH2:19][CH:18]([NH2:21])[CH2:17]1.CCN(C(C)C)C(C)C, predict the reaction product. The product is: [CH3:13][O:12][C:8]1[C:7]([O:14][CH3:15])=[C:6]2[C:11]([C:2]([NH:21][CH:18]3[CH2:19][CH2:20][O:16][CH2:17]3)=[N:3][CH:4]=[N:5]2)=[CH:10][CH:9]=1. (4) Given the reactants [CH3:1][O:2][C:3]1[CH:22]=[CH:21][C:6]([CH2:7][C@@H:8]2[C:12]3=[N:13][C:14]4[CH:19]=[CH:18][CH:17]=[CH:16][C:15]=4[N:11]3[C:10](=[O:20])[NH:9]2)=[CH:5][CH:4]=1.[N:23]1[CH:28]=[CH:27][C:26]([CH2:29][NH2:30])=[CH:25][CH:24]=1.C(O)(C(F)(F)F)=O, predict the reaction product. The product is: [NH:11]1[C:15]2[CH:16]=[CH:17][CH:18]=[CH:19][C:14]=2[N:13]=[C:12]1[C@H:8]([NH:9][C:10]([NH:30][CH2:29][C:26]1[CH:27]=[CH:28][N:23]=[CH:24][CH:25]=1)=[O:20])[CH2:7][C:6]1[CH:5]=[CH:4][C:3]([O:2][CH3:1])=[CH:22][CH:21]=1. (5) Given the reactants [CH3:1][O:2][C:3]1[CH:8]=[CH:7][C:6](B(O)O)=[CH:5][CH:4]=1.C([O-])([O-])=O.[Na+].[Na+].I[C:19]1[CH:20]=[CH:21][C:22](C)=[C:23](O)[CH:24]=1.COCCOC, predict the reaction product. The product is: [CH3:1][O:2][C:3]1[CH:8]=[CH:7][C:6]([C:19]2[CH:20]=[CH:21][CH:22]=[CH:23][CH:24]=2)=[CH:5][CH:4]=1.